Dataset: Catalyst prediction with 721,799 reactions and 888 catalyst types from USPTO. Task: Predict which catalyst facilitates the given reaction. (1) Reactant: [C:1]1([CH3:11])[CH:6]=CC(S(Cl)(=O)=O)=C[CH:2]=1.[Cl:12][C:13]1[N:18]=[C:17]([C:19]([OH:21])=[O:20])[C:16]([CH3:22])=[CH:15][CH:14]=1.N1C=CC=CC=1.C(=O)([O-])O.[Na+]. Product: [Cl:12][C:13]1[N:18]=[C:17]([C:19]([O:21][C:1]([CH3:11])([CH3:6])[CH3:2])=[O:20])[C:16]([CH3:22])=[CH:15][CH:14]=1. The catalyst class is: 371. (2) Reactant: Br[C:2]1[CH:3]=[N:4][C:5]([NH2:8])=[N:6][CH:7]=1.[CH3:9][C:10]1([CH3:26])[C:14]([CH3:16])([CH3:15])[O:13][B:12]([B:12]2[O:13][C:14]([CH3:16])([CH3:15])[C:10]([CH3:26])([CH3:9])[O:11]2)[O:11]1.C([O-])(=O)C.[K+]. Product: [CH3:9][C:10]1([CH3:26])[C:14]([CH3:16])([CH3:15])[O:13][B:12]([C:2]2[CH:3]=[N:4][C:5]([NH2:8])=[N:6][CH:7]=2)[O:11]1. The catalyst class is: 12. (3) Reactant: Cl[C:2]1[C:7]([CH:8]([CH2:13][CH2:14][CH3:15])[C:9]([O:11][CH3:12])=[O:10])=[C:6]([CH3:16])[N:5]=[C:4]([N:17]2[CH2:22][CH2:21][CH2:20][CH2:19][CH2:18]2)[N:3]=1.C(N(CC)C(C)C)(C)C.[F:32][C:33]1[CH:38]=[C:37]([F:39])[C:36]([F:40])=[CH:35][C:34]=1B(O)O. Product: [CH3:16][C:6]1[C:7]([CH:8]([CH2:13][CH2:14][CH3:15])[C:9]([O:11][CH3:12])=[O:10])=[C:2]([C:34]2[CH:35]=[C:36]([F:40])[C:37]([F:39])=[CH:38][C:33]=2[F:32])[N:3]=[C:4]([N:17]2[CH2:22][CH2:21][CH2:20][CH2:19][CH2:18]2)[N:5]=1. The catalyst class is: 108. (4) Reactant: Br[CH2:2][C:3]([C:5]1[CH:12]=[CH:11][C:8]([C:9]#[N:10])=[CH:7][CH:6]=1)=O.[CH:13]([NH2:15])=[O:14]. Product: [O:14]1[CH:2]=[C:3]([C:5]2[CH:12]=[CH:11][C:8]([C:9]#[N:10])=[CH:7][CH:6]=2)[N:15]=[CH:13]1. The catalyst class is: 6. (5) Reactant: [CH3:1][N:2](C)[CH2:3][CH2:4][N:5]1[C:14]2[C:9](=[CH:10][C:11]([N+:15]([O-:17])=[O:16])=[CH:12][CH:13]=2)[CH2:8][CH2:7][C:6]1=[O:18].Cl[C:21]([O:23][C:24]1[CH:29]=[CH:28][CH:27]=[CH:26][CH:25]=1)=[O:22]. Product: [CH3:1][N:2]([CH2:3][CH2:4][N:5]1[C:14]2[C:9](=[CH:10][C:11]([N+:15]([O-:17])=[O:16])=[CH:12][CH:13]=2)[CH2:8][CH2:7][C:6]1=[O:18])[C:21](=[O:22])[O:23][C:24]1[CH:29]=[CH:28][CH:27]=[CH:26][CH:25]=1. The catalyst class is: 4. (6) Reactant: [NH2:1][C:2]1[N:3]=[C:4]([NH:17][CH:18]2[CH2:23][CH2:22][N:21]([S:24]([C:27]3[CH:32]=[CH:31][C:30](F)=[CH:29][CH:28]=3)(=[O:26])=[O:25])[CH2:20][CH2:19]2)[S:5][C:6]=1[C:7]([C:9]1[C:14]([F:15])=[CH:13][CH:12]=[CH:11][C:10]=1[F:16])=[O:8].[CH3:34][C:35]1([CH3:41])[CH2:40][NH:39][CH2:38][CH2:37][NH:36]1. Product: [NH2:1][C:2]1[N:3]=[C:4]([NH:17][CH:18]2[CH2:23][CH2:22][N:21]([S:24]([C:27]3[CH:32]=[CH:31][C:30]([N:39]4[CH2:38][CH2:37][NH:36][C:35]([CH3:41])([CH3:34])[CH2:40]4)=[CH:29][CH:28]=3)(=[O:26])=[O:25])[CH2:20][CH2:19]2)[S:5][C:6]=1[C:7]([C:9]1[C:14]([F:15])=[CH:13][CH:12]=[CH:11][C:10]=1[F:16])=[O:8]. The catalyst class is: 100. (7) Reactant: [CH3:1][C:2]1[C:7](/[CH:8]=[C:9](/[N+:11]([O-:13])=[O:12])\[CH3:10])=[CH:6][CH:5]=[CH:4][C:3]=1[NH:14][C:15](=[O:24])[O:16][CH2:17][C:18]1[CH:23]=[CH:22][CH:21]=[CH:20][CH:19]=1.[CH3:25][O:26][CH2:27][CH2:28][O:29][C:30]1[CH:38]=[C:37]2[C:33]([CH:34]=[CH:35][NH:36]2)=[CH:32][CH:31]=1. Product: [CH3:25][O:26][CH2:27][CH2:28][O:29][C:30]1[CH:38]=[C:37]2[C:33]([C:34]([CH:8]([C:7]3[C:2]([CH3:1])=[C:3]([NH:14][C:15](=[O:24])[O:16][CH2:17][C:18]4[CH:23]=[CH:22][CH:21]=[CH:20][CH:19]=4)[CH:4]=[CH:5][CH:6]=3)[CH:9]([N+:11]([O-:13])=[O:12])[CH3:10])=[CH:35][NH:36]2)=[CH:32][CH:31]=1. The catalyst class is: 1. (8) Reactant: OC(C(F)(F)F)=O.[CH:8]([N:11]1[C:15]([C:16]2[S:17][C:18]3[CH2:19][CH2:20][O:21][C:22]4[CH:29]=[C:28]([CH:30]5[CH2:35][CH2:34][NH:33][CH2:32][CH2:31]5)[CH:27]=[CH:26][C:23]=4[C:24]=3[N:25]=2)=[N:14][CH:13]=[N:12]1)([CH3:10])[CH3:9].Br[CH2:37][CH2:38][O:39][CH:40]1[CH2:45][CH2:44][CH2:43][CH2:42][O:41]1.C(=O)([O-])[O-].[K+].[K+]. Product: [CH:8]([N:11]1[C:15]([C:16]2[S:17][C:18]3[CH2:19][CH2:20][O:21][C:22]4[CH:29]=[C:28]([CH:30]5[CH2:35][CH2:34][N:33]([CH2:37][CH2:38][O:39][CH:40]6[CH2:45][CH2:44][CH2:43][CH2:42][O:41]6)[CH2:32][CH2:31]5)[CH:27]=[CH:26][C:23]=4[C:24]=3[N:25]=2)=[N:14][CH:13]=[N:12]1)([CH3:10])[CH3:9]. The catalyst class is: 85.